From a dataset of HIV replication inhibition screening data with 41,000+ compounds from the AIDS Antiviral Screen. Binary Classification. Given a drug SMILES string, predict its activity (active/inactive) in a high-throughput screening assay against a specified biological target. (1) The molecule is CC(=O)Nc1c(C#N)c2n(c1C(=O)Nc1ccc(C)cc1)CCC2. The result is 0 (inactive). (2) The drug is CCOC(=O)C(NC(=O)c1ccccc1)(Nc1ccc(Cl)cc1C(F)(F)F)C(F)(F)F. The result is 0 (inactive). (3) The compound is CC1=C(C(=O)CC(=O)C(=O)Nc2ccc(C)c(C)c2)Sc2ccccc2N1. The result is 0 (inactive). (4) The molecule is Cc1ccc(S(=O)(=O)O)cc1.N=C(NO)NN=CC1CCCCC1. The result is 0 (inactive). (5) The compound is Cc1ccc(S(=O)(=O)N2CCC2c2ccccc2)cc1. The result is 0 (inactive).